This data is from Full USPTO retrosynthesis dataset with 1.9M reactions from patents (1976-2016). The task is: Predict the reactants needed to synthesize the given product. Given the product [ClH:38].[CH3:37][S:34]([C:16]1[CH:15]=[C:14]([CH:11]2[CH2:12][CH2:13][NH:8][CH2:9][CH2:10]2)[CH:19]=[CH:18][C:17]=1[NH:20][S:21]([C:24]1[N:25]([CH3:33])[C:26]2[C:31]([CH:32]=1)=[CH:30][CH:29]=[CH:28][CH:27]=2)(=[O:22])=[O:23])(=[O:36])=[O:35], predict the reactants needed to synthesize it. The reactants are: C(OC([N:8]1[CH2:13][CH2:12][CH:11]([C:14]2[CH:19]=[CH:18][C:17]([NH:20][S:21]([C:24]3[N:25]([CH3:33])[C:26]4[C:31]([CH:32]=3)=[CH:30][CH:29]=[CH:28][CH:27]=4)(=[O:23])=[O:22])=[C:16]([S:34]([CH3:37])(=[O:36])=[O:35])[CH:15]=2)[CH2:10][CH2:9]1)=O)(C)(C)C.[ClH:38].C(OCC)(=O)C.